Regression. Given two drug SMILES strings and cell line genomic features, predict the synergy score measuring deviation from expected non-interaction effect. From a dataset of NCI-60 drug combinations with 297,098 pairs across 59 cell lines. Drug 1: C1=NC2=C(N=C(N=C2N1C3C(C(C(O3)CO)O)F)Cl)N. Drug 2: CC1=C(C(=O)C2=C(C1=O)N3CC4C(C3(C2COC(=O)N)OC)N4)N. Cell line: K-562. Synergy scores: CSS=27.3, Synergy_ZIP=-3.36, Synergy_Bliss=-3.20, Synergy_Loewe=-4.82, Synergy_HSA=-1.77.